This data is from NCI-60 drug combinations with 297,098 pairs across 59 cell lines. The task is: Regression. Given two drug SMILES strings and cell line genomic features, predict the synergy score measuring deviation from expected non-interaction effect. (1) Drug 1: C1CCC(C(C1)N)N.C(=O)(C(=O)[O-])[O-].[Pt+4]. Drug 2: C1C(C(OC1N2C=NC(=NC2=O)N)CO)O. Cell line: K-562. Synergy scores: CSS=49.1, Synergy_ZIP=-3.94, Synergy_Bliss=-4.55, Synergy_Loewe=1.44, Synergy_HSA=2.87. (2) Drug 1: C1=CC(=CC=C1CCC2=CNC3=C2C(=O)NC(=N3)N)C(=O)NC(CCC(=O)O)C(=O)O. Drug 2: CCC(=C(C1=CC=CC=C1)C2=CC=C(C=C2)OCCN(C)C)C3=CC=CC=C3.C(C(=O)O)C(CC(=O)O)(C(=O)O)O. Cell line: NCI-H522. Synergy scores: CSS=49.1, Synergy_ZIP=4.05, Synergy_Bliss=4.52, Synergy_Loewe=-27.4, Synergy_HSA=4.80. (3) Cell line: NCI/ADR-RES. Synergy scores: CSS=13.4, Synergy_ZIP=1.51, Synergy_Bliss=6.17, Synergy_Loewe=-2.86, Synergy_HSA=5.66. Drug 2: CS(=O)(=O)OCCCCOS(=O)(=O)C. Drug 1: C1=NC(=NC(=O)N1C2C(C(C(O2)CO)O)O)N. (4) Drug 1: C1CCN(CC1)CCOC2=CC=C(C=C2)C(=O)C3=C(SC4=C3C=CC(=C4)O)C5=CC=C(C=C5)O. Drug 2: CC1=C(C=C(C=C1)C(=O)NC2=CC(=CC(=C2)C(F)(F)F)N3C=C(N=C3)C)NC4=NC=CC(=N4)C5=CN=CC=C5. Cell line: UACC-257. Synergy scores: CSS=-2.60, Synergy_ZIP=2.77, Synergy_Bliss=3.53, Synergy_Loewe=-2.45, Synergy_HSA=-2.05. (5) Drug 1: CC1=C(C(=CC=C1)Cl)NC(=O)C2=CN=C(S2)NC3=CC(=NC(=N3)C)N4CCN(CC4)CCO. Drug 2: CC12CCC3C(C1CCC2OP(=O)(O)O)CCC4=C3C=CC(=C4)OC(=O)N(CCCl)CCCl.[Na+]. Cell line: IGROV1. Synergy scores: CSS=7.73, Synergy_ZIP=-7.06, Synergy_Bliss=-10.0, Synergy_Loewe=-20.0, Synergy_HSA=-9.32.